This data is from Reaction yield outcomes from USPTO patents with 853,638 reactions. The task is: Predict the reaction yield, written as a fraction of the theoretical maximum amount of product (1.0 means a 100% yield; for example, 0.34 means a 34% yield). (1) The reactants are FC(F)(F)C(O)=O.O.[CH2:9]([O:16][CH2:17][CH2:18][CH:19]1[CH2:24][CH2:23][N:22]([C:25]2[CH:26]=[N:27][CH:28]=[C:29]([O:31][CH2:32][C@H:33]3[CH2:36][CH2:35][N:34]3C(OC(C)(C)C)=O)[CH:30]=2)[CH2:21][CH2:20]1)[C:10]1[CH:15]=[CH:14][CH:13]=[CH:12][CH:11]=1. The catalyst is C(Cl)Cl. The product is [NH:34]1[CH2:35][CH2:36][C@@H:33]1[CH2:32][O:31][C:29]1[CH:28]=[N:27][CH:26]=[C:25]([N:22]2[CH2:21][CH2:20][CH:19]([CH2:18][CH2:17][O:16][CH2:9][C:10]3[CH:11]=[CH:12][CH:13]=[CH:14][CH:15]=3)[CH2:24][CH2:23]2)[CH:30]=1. The yield is 0.630. (2) The reactants are Cl[CH2:2][C:3](=[O:5])[CH3:4].C(=O)([O-])[O-].[K+].[K+].[C:12]([CH:14]([C:25]([C:27]1[CH:32]=[CH:31][C:30]([F:33])=[CH:29][CH:28]=1)=O)[C:15]([S:17][C:18]1[CH:23]=[CH:22][C:21]([F:24])=[CH:20][CH:19]=1)=[S:16])#[N:13]. The catalyst is CN(C=O)C.CCOCC.O. The product is [C:3]([C:2]1[S:16][C:15]([S:17][C:18]2[CH:19]=[CH:20][C:21]([F:24])=[CH:22][CH:23]=2)=[C:14]([C:12]#[N:13])[C:25]=1[C:27]1[CH:28]=[CH:29][C:30]([F:33])=[CH:31][CH:32]=1)(=[O:5])[CH3:4]. The yield is 0.460. (3) The reactants are Br[C:2]1[CH:7]=[C:6]([F:8])[CH:5]=[C:4]([Cl:9])[CH:3]=1.ClCCl.[CH3:13][N:14](C)C=O. The catalyst is C(OCC)(=O)C.[C-]#N.[Zn+2].[C-]#N.C1C=CC(P(C2C=CC=CC=2)[C-]2C=CC=C2)=CC=1.C1C=CC(P(C2C=CC=CC=2)[C-]2C=CC=C2)=CC=1.Cl[Pd]Cl.[Fe+2]. The product is [Cl:9][C:4]1[CH:3]=[C:2]([CH:7]=[C:6]([F:8])[CH:5]=1)[C:13]#[N:14]. The yield is 0.850. (4) The reactants are [F:1][P-:2]([F:7])([F:6])([F:5])([F:4])[F:3].[CH3:8][C:9]1[CH:14]=[C:13]([CH3:15])[CH:12]=[C:11]([CH2:16][CH2:17][CH2:18][CH2:19][CH2:20][CH2:21][CH2:22][CH2:23][CH2:24][CH2:25][CH2:26][CH2:27][CH2:28][CH3:29])[O+]=1.[CH2:30]([NH2:44])[CH2:31][CH2:32][CH2:33][CH2:34][CH2:35][CH2:36][CH2:37][CH2:38][CH2:39][CH2:40][CH2:41][CH2:42][CH3:43].C(N(CC)CC)C.N. The catalyst is C(Cl)(Cl)Cl.C(O)(=O)C. The product is [F:1][P-:2]([F:7])([F:6])([F:5])([F:4])[F:3].[CH3:8][C:9]1[CH:14]=[C:13]([CH3:15])[CH:12]=[C:11]([CH2:16][CH2:17][CH2:18][CH2:19][CH2:20][CH2:21][CH2:22][CH2:23][CH2:24][CH2:25][CH2:26][CH2:27][CH2:28][CH3:29])[N+:44]=1[CH2:30][CH2:31][CH2:32][CH2:33][CH2:34][CH2:35][CH2:36][CH2:37][CH2:38][CH2:39][CH2:40][CH2:41][CH2:42][CH3:43]. The yield is 0.220.